Dataset: Retrosynthesis with 50K atom-mapped reactions and 10 reaction types from USPTO. Task: Predict the reactants needed to synthesize the given product. (1) Given the product O=C(O)CSc1cnc(NC(=O)N(CC2CCCC2)c2c(F)cc(F)cc2F)s1, predict the reactants needed to synthesize it. The reactants are: CCOC(=O)CSc1cnc(NC(=O)N(CC2CCCC2)c2c(F)cc(F)cc2F)s1. (2) Given the product Cc1ccc(Sc2ccc(O)cc2)c(Nc2ccnc3nc(C)ccc23)c1, predict the reactants needed to synthesize it. The reactants are: Cc1ccc(Sc2ccc(O)cc2)c(N)c1.Cc1ccc2c(Cl)ccnc2n1. (3) The reactants are: CC(=O)N1CCN(c2ccc(Nc3ncc(F)c(N4CCC(NC(=O)OCc5ccccc5)CC4)n3)cc2)CC1. Given the product CC(=O)N1CCN(c2ccc(Nc3ncc(F)c(N4CCC(N)CC4)n3)cc2)CC1, predict the reactants needed to synthesize it. (4) The reactants are: CC(C)(C)OC(=O)NCCCN.CCC(Br)c1nc2snc(C)c2c(=O)n1Cc1ccccc1. Given the product CCC(NCCCNC(=O)OC(C)(C)C)c1nc2snc(C)c2c(=O)n1Cc1ccccc1, predict the reactants needed to synthesize it. (5) Given the product Cn1c(O[C@H]2C[C@H](NC(=O)OC(C)(C)C)C2)nc2ccccc21, predict the reactants needed to synthesize it. The reactants are: CC(C)(C)OC(=O)N[C@H]1C[C@H](O)C1.Cn1c(Cl)nc2ccccc21. (6) Given the product CC(C)c1csc(NC(=O)c2ccn3c(=O)c(-c4nn[nH]n4)cnc3c2)n1, predict the reactants needed to synthesize it. The reactants are: COc1ccc(Cn2nnc(-c3cnc4cc(C(=O)Nc5nc(C(C)C)cs5)ccn4c3=O)n2)cc1. (7) Given the product CCOc1ccc(-c2cc3c(ncn3CCBr)c(C#N)n2)cc1C(F)(F)F, predict the reactants needed to synthesize it. The reactants are: CCOc1ccc(-c2cc3[nH]cnc3c(C#N)n2)cc1C(F)(F)F.OCCBr. (8) Given the product CCc1cccc(-c2ccc(OC)cc2)c1, predict the reactants needed to synthesize it. The reactants are: CCc1cccc(Br)c1.COc1ccc(B(O)O)cc1.